This data is from Peptide-MHC class II binding affinity with 134,281 pairs from IEDB. The task is: Regression. Given a peptide amino acid sequence and an MHC pseudo amino acid sequence, predict their binding affinity value. This is MHC class II binding data. (1) The peptide sequence is SQDLELSWNLNGNQAY. The MHC is DRB1_0401 with pseudo-sequence DRB1_0401. The binding affinity (normalized) is 0.604. (2) The peptide sequence is GELQIVDKIDAAFKI. The MHC is DRB1_0401 with pseudo-sequence DRB1_0401. The binding affinity (normalized) is 0.531. (3) The peptide sequence is QLSALWARFPLPVIP. The MHC is DRB1_0802 with pseudo-sequence DRB1_0802. The binding affinity (normalized) is 0.312. (4) The peptide sequence is EKKYFKATQFEPLAA. The MHC is HLA-DPA10103-DPB10401 with pseudo-sequence HLA-DPA10103-DPB10401. The binding affinity (normalized) is 1.00. (5) The binding affinity (normalized) is 0.0891. The MHC is HLA-DPA10201-DPB10501 with pseudo-sequence HLA-DPA10201-DPB10501. The peptide sequence is AAAAPAAVGAAVGGT. (6) The MHC is DRB1_0301 with pseudo-sequence DRB1_0301. The binding affinity (normalized) is 0.633. The peptide sequence is QYKFQADSPKRLSAA. (7) The peptide sequence is FFIQSFTMSTALKRL. The MHC is DRB4_0101 with pseudo-sequence DRB4_0103. The binding affinity (normalized) is 0.596. (8) The peptide sequence is QEDWKSDPSQGGGIK. The MHC is DRB4_0101 with pseudo-sequence DRB4_0103. The binding affinity (normalized) is 0. (9) The peptide sequence is EKKYFAAYQFEPLAA. The MHC is DRB1_0101 with pseudo-sequence DRB1_0101. The binding affinity (normalized) is 0.701.